This data is from Full USPTO retrosynthesis dataset with 1.9M reactions from patents (1976-2016). The task is: Predict the reactants needed to synthesize the given product. (1) Given the product [NH2:12][CH2:11][CH2:10][CH:9]([NH:8][C:6]([C:5]1[CH:26]=[CH:27][C:2]([Cl:1])=[C:3]([NH:28][C:29]([C:31]2[C:51](=[O:52])[NH:50][C:34]3[N:35]=[C:36]([NH:39][CH2:40][CH2:41][CH2:42][N:43]4[CH2:44][CH2:45][N:46]([CH3:49])[CH2:47][CH2:48]4)[N:37]=[CH:38][C:33]=3[CH:32]=2)=[O:30])[CH:4]=1)=[O:7])[C:20]1[CH:21]=[CH:22][CH:23]=[CH:24][CH:25]=1, predict the reactants needed to synthesize it. The reactants are: [Cl:1][C:2]1[CH:27]=[CH:26][C:5]([C:6]([NH:8][CH:9]([C:20]2[CH:25]=[CH:24][CH:23]=[CH:22][CH:21]=2)[CH2:10][CH2:11][NH:12]C(=O)OC(C)(C)C)=[O:7])=[CH:4][C:3]=1[NH:28][C:29]([C:31]1[C:51](=[O:52])[NH:50][C:34]2[N:35]=[C:36]([NH:39][CH2:40][CH2:41][CH2:42][N:43]3[CH2:48][CH2:47][N:46]([CH3:49])[CH2:45][CH2:44]3)[N:37]=[CH:38][C:33]=2[CH:32]=1)=[O:30].O1CCOCC1.Cl.[OH-].[Na+]. (2) Given the product [S:35](=[O:37])(=[O:36])([O:33][CH2:32][C@@H:10]1[CH2:11][C@@H:12]([N:14]2[C:18]3[N:19]=[CH:20][N:21]=[C:22]([C:23]4[NH:24][C:25]5[C:30]([CH:31]=4)=[CH:29][CH:28]=[CH:27][CH:26]=5)[C:17]=3[CH:16]=[CH:15]2)[CH2:13][C@@H:9]1[O:8][Si:1]([C:4]([CH3:5])([CH3:6])[CH3:7])([CH3:3])[CH3:2])[NH2:38], predict the reactants needed to synthesize it. The reactants are: [Si:1]([O:8][C@H:9]1[CH2:13][C@H:12]([N:14]2[C:18]3[N:19]=[CH:20][N:21]=[C:22]([C:23]4[NH:24][C:25]5[C:30]([CH:31]=4)=[CH:29][CH:28]=[CH:27][CH:26]=5)[C:17]=3[CH:16]=[CH:15]2)[CH2:11][C@H:10]1[CH2:32][OH:33])([C:4]([CH3:7])([CH3:6])[CH3:5])([CH3:3])[CH3:2].Cl[S:35]([NH2:38])(=[O:37])=[O:36]. (3) Given the product [CH3:37][C:36]1[C:31]([N:28]2[CH2:27][CH2:26][N:25]([C:23]([C:11]3[CH:12]=[CH:13][C:14]([N:16]4[C:20](=[O:21])[CH2:19][CH2:18][CH:17]4[CH3:22])=[CH:15][C:10]=3[C:9]([N:8]([CH3:40])[CH3:6])=[O:39])=[O:24])[CH2:30][CH2:29]2)=[N:32][CH:33]=[C:34]([CH3:38])[CH:35]=1, predict the reactants needed to synthesize it. The reactants are: C(O[C:6]([N:8]([C:40](OC(C)(C)C)=O)[C:9](=[O:39])[C:10]1[CH:15]=[C:14]([N:16]2[C:20](=[O:21])[CH2:19][CH2:18][CH:17]2[CH3:22])[CH:13]=[CH:12][C:11]=1[C:23]([N:25]1[CH2:30][CH2:29][N:28]([C:31]2[C:36]([CH3:37])=[CH:35][C:34]([CH3:38])=[CH:33][N:32]=2)[CH2:27][CH2:26]1)=[O:24])=O)(C)(C)C.